Task: Predict which catalyst facilitates the given reaction.. Dataset: Catalyst prediction with 721,799 reactions and 888 catalyst types from USPTO (1) Reactant: [F:1][C:2]1[CH:3]=[C:4]2[C:12](=[CH:13][CH:14]=1)[NH:11][C:10]1[CH2:9][CH2:8][C@H:7]([C:15]([NH2:17])=O)[CH2:6][C:5]2=1.[H-].[Al+3].[Li+].[H-].[H-].[H-]. Product: [F:1][C:2]1[CH:3]=[C:4]2[C:12](=[CH:13][CH:14]=1)[NH:11][C:10]1[CH2:9][CH2:8][C@H:7]([CH2:15][NH2:17])[CH2:6][C:5]2=1. The catalyst class is: 1. (2) Reactant: [C:1](Cl)(=[O:8])[C:2]1[CH:7]=[CH:6][CH:5]=[CH:4][CH:3]=1.[NH2:10][C:11]1[CH:12]=[C:13]([C:18]([F:21])([F:20])[F:19])[CH:14]=[CH:15][C:16]=1[CH3:17]. Product: [C:1]([NH:10][C:11]1[CH:12]=[C:13]([C:18]([F:19])([F:20])[F:21])[CH:14]=[CH:15][C:16]=1[CH3:17])(=[O:8])[C:2]1[CH:7]=[CH:6][CH:5]=[CH:4][CH:3]=1. The catalyst class is: 17. (3) Reactant: C(O[CH:4]=[CH:5][C:6](=O)[C:7]([F:10])([F:9])[F:8])C.[CH3:12][S:13][CH2:14][CH:15]=[CH:16][N:17]1CCCC1.C([O-])(=O)C.[NH4+]. Product: [CH3:12][S:13][CH2:14][C:15]1[CH:4]=[CH:5][C:6]([C:7]([F:8])([F:9])[F:10])=[N:17][CH:16]=1. The catalyst class is: 10. (4) Reactant: C(OC(=O)[NH:7][C:8]1([C:12]2[CH:17]=[CH:16][C:15]([C:18]3[C:31]([C:32]4[CH:37]=[CH:36][CH:35]=[CH:34][CH:33]=4)=[C:30]([NH:38][CH:39]4[CH2:41][CH2:40]4)[N:21]4[N:22]=[C:23]5[C:28]([CH:27]=[C:26]([F:29])[CH:25]=[CH:24]5)=[C:20]4[N:19]=3)=[CH:14][CH:13]=2)[CH2:11][CH2:10][CH2:9]1)(C)(C)C.Cl. Product: [NH2:7][C:8]1([C:12]2[CH:13]=[CH:14][C:15]([C:18]3[C:31]([C:32]4[CH:33]=[CH:34][CH:35]=[CH:36][CH:37]=4)=[C:30]([NH:38][CH:39]4[CH2:40][CH2:41]4)[N:21]4[N:22]=[C:23]5[C:28]([CH:27]=[C:26]([F:29])[CH:25]=[CH:24]5)=[C:20]4[N:19]=3)=[CH:16][CH:17]=2)[CH2:9][CH2:10][CH2:11]1. The catalyst class is: 12. (5) Reactant: [Br:1][C:2]1[CH:3]=[C:4]2[C:9](=[N:10][CH:11]=1)[NH:8][CH2:7][CH2:6][C:5]2([F:13])[F:12].[C:14]([N:22]=C=O)(=[O:21])C1C=CC=CC=1.CCO.C([O-])([O-])=O.[K+].[K+]. Product: [Br:1][C:2]1[CH:3]=[C:4]2[C:9](=[N:10][CH:11]=1)[N:8]([C:14]([NH2:22])=[O:21])[CH2:7][CH2:6][C:5]2([F:12])[F:13]. The catalyst class is: 2. (6) Reactant: [H-].[Na+].[C:3]1([C:16]2[CH:21]=[CH:20][CH:19]=[CH:18][CH:17]=2)[CH:8]=[CH:7][C:6]([CH2:9][C@H:10]2[NH:14][C:13](=[O:15])[CH2:12][CH2:11]2)=[CH:5][CH:4]=1.[CH3:22][O:23][C:24]1[CH:31]=[CH:30][C:27]([CH2:28]Cl)=[CH:26][CH:25]=1.CC(O)=O. Product: [C:3]1([C:16]2[CH:17]=[CH:18][CH:19]=[CH:20][CH:21]=2)[CH:4]=[CH:5][C:6]([CH2:9][C@H:10]2[N:14]([CH2:28][C:27]3[CH:30]=[CH:31][C:24]([O:23][CH3:22])=[CH:25][CH:26]=3)[C:13](=[O:15])[CH2:12][CH2:11]2)=[CH:7][CH:8]=1. The catalyst class is: 9. (7) Product: [F:1][C:2]1[CH:3]=[C:4]([C:12]2[CH:17]=[CH:16][C:15]([O:18][CH3:19])=[CH:14][CH:13]=2)[CH:5]=[CH:6][C:7]=1[CH2:8][OH:9]. Reactant: [F:1][C:2]1[CH:3]=[C:4]([C:12]2[CH:17]=[CH:16][C:15]([O:18][CH3:19])=[CH:14][CH:13]=2)[CH:5]=[CH:6][C:7]=1[C:8](OC)=[O:9].[H-].[H-].[H-].[H-].[Li+].[Al+3].[NH4+].[Cl-]. The catalyst class is: 56. (8) Reactant: Br[C:2]1[CH:3]=[C:4]([NH:10][C:11]2[CH:23]=[C:14]3[CH2:15][N:16]([C:19](=[O:22])[CH2:20][CH3:21])[CH2:17][CH2:18][N:13]3[N:12]=2)[C:5](=[O:9])[N:6]([CH3:8])[CH:7]=1.[C:24]([O:27][CH2:28][C:29]1[C:30]([N:38]2[CH2:49][CH2:48][N:47]3[C:40](=[CH:41][C:42]4[CH2:43][C:44]([CH3:51])([CH3:50])[CH2:45][C:46]=43)[C:39]2=[O:52])=[N:31][CH:32]=[CH:33][C:34]=1B(O)O)(=[O:26])[CH3:25].[O-]P([O-])([O-])=O.[K+].[K+].[K+].C([O-])(=O)C.[Na+]. Product: [C:24]([O:27][CH2:28][C:29]1[C:30]([N:38]2[CH2:49][CH2:48][N:47]3[C:40](=[CH:41][C:42]4[CH2:43][C:44]([CH3:51])([CH3:50])[CH2:45][C:46]=43)[C:39]2=[O:52])=[N:31][CH:32]=[CH:33][C:34]=1[C:2]1[CH:3]=[C:4]([NH:10][C:11]2[CH:23]=[C:14]3[CH2:15][N:16]([C:19](=[O:22])[CH2:20][CH3:21])[CH2:17][CH2:18][N:13]3[N:12]=2)[C:5](=[O:9])[N:6]([CH3:8])[CH:7]=1)(=[O:26])[CH3:25]. The catalyst class is: 712. (9) Reactant: C([NH:5][S:6]([C:9]1[CH:14]=[CH:13][CH:12]=[C:11]([C:15]2[N:16]=[CH:17][N:18]([C:20]3[N:25]=[C:24]([C:26]([F:29])([F:28])[F:27])[CH:23]=[C:22]([C:30]4[CH:35]=[CH:34][C:33]([F:36])=[CH:32][CH:31]=4)[N:21]=3)[CH:19]=2)[CH:10]=1)(=[O:8])=[O:7])(C)(C)C.C(O)(C(F)(F)F)=O. Product: [F:36][C:33]1[CH:32]=[CH:31][C:30]([C:22]2[CH:23]=[C:24]([C:26]([F:27])([F:28])[F:29])[N:25]=[C:20]([N:18]3[CH:19]=[C:15]([C:11]4[CH:10]=[C:9]([S:6]([NH2:5])(=[O:7])=[O:8])[CH:14]=[CH:13][CH:12]=4)[N:16]=[CH:17]3)[N:21]=2)=[CH:35][CH:34]=1. The catalyst class is: 4. (10) Reactant: [CH3:1][O:2][CH2:3][C@@H:4]1[CH2:8][NH:7][C@H:6]([C:9]2[NH:10][C:11]([C:14]3[CH:19]=[C:18]4[CH2:20][O:21][C:22]5[CH:53]=[C:52]6[C:25]([CH:26]=[CH:27][C:28]7[N:32]=[C:31]([C@@H:33]8[CH2:37][CH2:36][CH2:35][N:34]8[C:38](=[O:51])[C@H:39]([NH:46][C:47](=[O:50])[O:48][CH3:49])[C:40]8[CH:45]=[CH:44][CH:43]=[CH:42][CH:41]=8)[NH:30][C:29]=76)=[CH:24][C:23]=5[C:17]4=[CH:16][CH:15]=3)=[CH:12][N:13]=2)[CH2:5]1.[CH3:54][O:55][C:56]([NH:58][C@@H:59]([CH:63]([CH3:65])[CH3:64])[C:60](O)=[O:61])=[O:57].CN(C(ON1N=NC2C=CC=NC1=2)=[N+](C)C)C.F[P-](F)(F)(F)(F)F.CCN(C(C)C)C(C)C. Product: [CH3:54][O:55][C:56](=[O:57])[NH:58][C@@H:59]([CH:63]([CH3:64])[CH3:65])[C:60]([N:7]1[CH2:8][C@@H:4]([CH2:3][O:2][CH3:1])[CH2:5][C@H:6]1[C:9]1[NH:10][C:11]([C:14]2[CH:19]=[C:18]3[CH2:20][O:21][C:22]4[CH:53]=[C:52]5[C:25]([CH:26]=[CH:27][C:28]6[N:32]=[C:31]([C@@H:33]7[CH2:37][CH2:36][CH2:35][N:34]7[C:38](=[O:51])[C@H:39]([NH:46][C:47]([O:48][CH3:49])=[O:50])[C:40]7[CH:41]=[CH:42][CH:43]=[CH:44][CH:45]=7)[NH:30][C:29]=65)=[CH:24][C:23]=4[C:17]3=[CH:16][CH:15]=2)=[CH:12][N:13]=1)=[O:61]. The catalyst class is: 3.